Dataset: Full USPTO retrosynthesis dataset with 1.9M reactions from patents (1976-2016). Task: Predict the reactants needed to synthesize the given product. (1) Given the product [CH2:1]([O:3][C:4]([C:6]1[C:7]([O:25][C:35]([F:37])([F:36])[CH:34]([F:33])[O:38][C:39]([F:42])([F:41])[F:40])=[N:8][N:9]([C:11]2[CH:16]=[C:15]([S:17][CH2:18][C:19]([F:22])([F:21])[F:20])[C:14]([CH3:23])=[CH:13][C:12]=2[F:24])[CH:10]=1)=[O:5])[CH3:2], predict the reactants needed to synthesize it. The reactants are: [CH2:1]([O:3][C:4]([C:6]1[C:7]([OH:25])=[N:8][N:9]([C:11]2[CH:16]=[C:15]([S:17][CH2:18][C:19]([F:22])([F:21])[F:20])[C:14]([CH3:23])=[CH:13][C:12]=2[F:24])[CH:10]=1)=[O:5])[CH3:2].C(N(CC)CC)C.[F:33][C:34]([O:38][C:39]([F:42])([F:41])[F:40])=[C:35]([F:37])[F:36].C(OCC)(=O)C. (2) Given the product [C:1]1([CH:7]2[CH2:11][CH2:10][N:9]([C:12]([C:14]3[CH:15]=[N:16][O:17][C:18]=3[C:19]3[CH:24]=[CH:23][C:22]([CH:26]=[CH2:27])=[CH:21][CH:20]=3)=[O:13])[CH2:8]2)[CH:6]=[CH:5][CH:4]=[CH:3][CH:2]=1, predict the reactants needed to synthesize it. The reactants are: [C:1]1([CH:7]2[CH2:11][CH2:10][N:9]([C:12]([C:14]3[CH:15]=[N:16][O:17][C:18]=3[C:19]3[CH:24]=[CH:23][C:22](I)=[CH:21][CH:20]=3)=[O:13])[CH2:8]2)[CH:6]=[CH:5][CH:4]=[CH:3][CH:2]=1.[CH3:26][C:27]1(C)C(C)(C)OB(C=C)O1.C(=O)(O)[O-].[Na+]. (3) Given the product [CH:2]1([CH2:5][O:6][C:7]2[CH:15]=[CH:14][C:10]3[O:11][CH2:12][O:13][C:9]=3[C:8]=2[C:16]2[C:17]3[NH:24][C:23]([CH3:25])=[C:22]([C:26]([NH:28][C@@H:29]4[CH2:33][CH2:32][N:31]([C:39](=[O:40])[C@@H:38]([OH:37])[CH3:42])[CH2:30]4)=[O:27])[C:18]=3[N:19]=[CH:20][N:21]=2)[CH2:4][CH2:3]1, predict the reactants needed to synthesize it. The reactants are: Cl.[CH:2]1([CH2:5][O:6][C:7]2[CH:15]=[CH:14][C:10]3[O:11][CH2:12][O:13][C:9]=3[C:8]=2[C:16]2[C:17]3[NH:24][C:23]([CH3:25])=[C:22]([C:26]([NH:28][C@@H:29]4[CH2:33][CH2:32][NH:31][CH2:30]4)=[O:27])[C:18]=3[N:19]=[CH:20][N:21]=2)[CH2:4][CH2:3]1.C([O:37][C@@H:38]([CH3:42])[C:39](Cl)=[O:40])(=O)C. (4) Given the product [Cl:21][C:22]1[CH:27]=[C:26]([NH:28][CH2:19][CH2:18][CH2:17][S:16][CH3:15])[CH:25]=[CH:24][C:23]=1[NH:29][C:30](=[O:38])[C@:31]([OH:37])([CH3:36])[C:32]([F:34])([F:33])[F:35], predict the reactants needed to synthesize it. The reactants are: C(O[BH-](OC(=O)C)OC(=O)C)(=O)C.[Na+].[CH3:15][S:16][CH2:17][CH2:18][CH:19]=O.[Cl:21][C:22]1[CH:27]=[C:26]([NH2:28])[CH:25]=[CH:24][C:23]=1[NH:29][C:30](=[O:38])[C@:31]([OH:37])([CH3:36])[C:32]([F:35])([F:34])[F:33].C(=O)([O-])O.[Na+]. (5) Given the product [Cl:1][C:2]1[CH:3]=[CH:4][C:5]([N:44]2[CH:48]=[C:47]([C:49]([F:51])([F:50])[F:52])[N:46]=[N:45]2)=[C:6]([C:8]2[N:9]=[CH:10][N:11]([C@@H:15]3[C:31]4[CH:32]=[C:27]([CH:28]=[CH:29][N:30]=4)[C:26]4[C:22](=[CH:23][N:24]([C:33]5[C:38]([F:39])=[CH:37][N:36]=[C:35]([OH:40])[CH:34]=5)[N:25]=4)[NH:21][C:20](=[O:42])[C@H:19]([CH3:43])[CH2:18][CH2:17][CH2:16]3)[C:12](=[O:14])[CH:13]=2)[CH:7]=1, predict the reactants needed to synthesize it. The reactants are: [Cl:1][C:2]1[CH:3]=[CH:4][C:5]([N:44]2[CH:48]=[C:47]([C:49]([F:52])([F:51])[F:50])[N:46]=[N:45]2)=[C:6]([C:8]2[N:9]=[CH:10][N:11]([C@@H:15]3[C:31]4[CH:32]=[C:27]([CH:28]=[CH:29][N:30]=4)[C:26]4[C:22](=[CH:23][N:24]([C:33]5[C:38]([F:39])=[CH:37][N:36]=[C:35]([O:40]C)[CH:34]=5)[N:25]=4)[NH:21][C:20](=[O:42])[C@H:19]([CH3:43])[CH2:18][CH2:17][CH2:16]3)[C:12](=[O:14])[CH:13]=2)[CH:7]=1.Cl.